This data is from Reaction yield outcomes from USPTO patents with 853,638 reactions. The task is: Predict the reaction yield, written as a fraction of the theoretical maximum amount of product (1.0 means a 100% yield; for example, 0.34 means a 34% yield). (1) The reactants are [CH3:1][N:2]1[CH2:10][CH2:9][CH:5]([C:6]([NH2:8])=O)[CH2:4][CH2:3]1.[H-].[Al+3].[Li+].[H-].[H-].[H-].O.[OH-].[Na+]. The catalyst is C1COCC1. The product is [NH2:8][CH2:6][CH:5]1[CH2:9][CH2:10][N:2]([CH3:1])[CH2:3][CH2:4]1. The yield is 0.110. (2) The reactants are [CH2:1]([O:8][C:9](=[O:21])[N:10]([CH:12]1[CH2:17][CH2:16][C:15](=[CH:18][O:19]C)[CH2:14][CH2:13]1)[CH3:11])[C:2]1[CH:7]=[CH:6][CH:5]=[CH:4][CH:3]=1.Cl. The catalyst is C1COCC1. The product is [CH2:1]([O:8][C:9](=[O:21])[N:10]([CH:12]1[CH2:17][CH2:16][CH:15]([CH:18]=[O:19])[CH2:14][CH2:13]1)[CH3:11])[C:2]1[CH:3]=[CH:4][CH:5]=[CH:6][CH:7]=1. The yield is 0.970.